From a dataset of Catalyst prediction with 721,799 reactions and 888 catalyst types from USPTO. Predict which catalyst facilitates the given reaction. (1) Reactant: C([N:3]([CH2:6]C)CC)C.[CH2:8]([N:15]1[CH:19]=[C:18]([CH:20]=O)[CH:17]=C1)[C:9]1[CH:14]=[CH:13][CH:12]=[CH:11][CH:10]=1.Cl.C[NH2:24].[BH4-].[Na+]. Product: [CH2:8]([N:15]1[CH:19]=[C:18]([CH2:20][NH:3][CH3:6])[CH:17]=[N:24]1)[C:9]1[CH:14]=[CH:13][CH:12]=[CH:11][CH:10]=1. The catalyst class is: 26. (2) Reactant: [CH3:1][O:2][C:3]1[CH:4]=[C:5]2[C:14](=[CH:15][CH:16]=1)[C:13](OS(C(F)(F)F)(=O)=O)=[C:12]([C:25]1[CH:30]=[CH:29][C:28]([O:31][CH3:32])=[CH:27][CH:26]=1)[CH:11]1[CH:6]2[CH2:7][CH2:8][CH2:9][CH2:10]1.O1CCC[CH2:34]1.C[Zn]C.C(OCC)(=O)C. Product: [CH3:1][O:2][C:3]1[CH:4]=[C:5]2[C:14](=[CH:15][CH:16]=1)[C:13]([CH3:34])=[C:12]([C:25]1[CH:30]=[CH:29][C:28]([O:31][CH3:32])=[CH:27][CH:26]=1)[CH:11]1[CH:6]2[CH2:7][CH2:8][CH2:9][CH2:10]1. The catalyst class is: 103. (3) Reactant: [C:1]1([S:7]([C:10]2[C:18]3[C:13](=[CH:14][CH:15]=[C:16]([O:19][CH2:20][CH2:21]OS(C4C=CC(C)=CC=4)(=O)=O)[CH:17]=3)[NH:12][N:11]=2)(=[O:9])=[O:8])[CH:6]=[CH:5][CH:4]=[CH:3][CH:2]=1.[NH:33]1[CH2:37][CH2:36][CH2:35][CH2:34]1. Product: [C:1]1([S:7]([C:10]2[C:18]3[C:13](=[CH:14][CH:15]=[C:16]([O:19][CH2:20][CH2:21][N:33]4[CH2:37][CH2:36][CH2:35][CH2:34]4)[CH:17]=3)[NH:12][N:11]=2)(=[O:8])=[O:9])[CH:6]=[CH:5][CH:4]=[CH:3][CH:2]=1. The catalyst class is: 1. (4) Reactant: Cl[CH2:2][C:3]1[C:8]([O:9][CH2:10][CH3:11])=[CH:7][C:6]([O:12][CH2:13][CH3:14])=[CH:5][N:4]=1.[F:15][C:16]1[CH:21]=[CH:20][CH:19]=[C:18]([C:22]2[NH:23][CH:24]=[CH:25][N:26]=2)[N:17]=1. Product: [F:15][C:16]1[N:17]=[C:18]([C:22]2[N:26]([CH2:2][C:3]3[C:8]([O:9][CH2:10][CH3:11])=[CH:7][C:6]([O:12][CH2:13][CH3:14])=[CH:5][N:4]=3)[CH:25]=[CH:24][N:23]=2)[CH:19]=[CH:20][CH:21]=1. The catalyst class is: 18. (5) Reactant: [H-].[Na+].[OH:3][C:4]1[C:5]2[N:6]([C:17]([CH3:21])=[C:18]([CH3:20])[N:19]=2)[CH:7]=[C:8]([N:10]2[CH:15]=[CH:14][CH:13]=[CH:12][C:11]2=[O:16])[CH:9]=1.Br[CH2:23][C:24]1[CH:29]=[CH:28][CH:27]=[CH:26][CH:25]=1. Product: [CH3:20][C:18]1[N:19]=[C:5]2[C:4]([O:3][CH2:23][C:24]3[CH:29]=[CH:28][CH:27]=[CH:26][CH:25]=3)=[CH:9][C:8]([N:10]3[CH:15]=[CH:14][CH:13]=[CH:12][C:11]3=[O:16])=[CH:7][N:6]2[C:17]=1[CH3:21]. The catalyst class is: 3. (6) Reactant: [CH3:1][O:2][C:3](=[O:25])[C:4]1[CH:9]=[CH:8][CH:7]=[N:6][C:5]=1[NH:10][C:11](=[O:24])[CH2:12][C:13]1[C:18]([CH2:19][CH3:20])=[CH:17][C:16]([CH3:21])=[CH:15][C:14]=1[CH2:22][CH3:23].I[CH3:27].[H-].[Na+]. The catalyst class is: 9. Product: [CH3:1][O:2][C:3](=[O:25])[C:4]1[CH:9]=[CH:8][CH:7]=[N:6][C:5]=1[N:10]([C:11](=[O:24])[CH2:12][C:13]1[C:18]([CH2:19][CH3:20])=[CH:17][C:16]([CH3:21])=[CH:15][C:14]=1[CH2:22][CH3:23])[CH3:27].